This data is from Forward reaction prediction with 1.9M reactions from USPTO patents (1976-2016). The task is: Predict the product of the given reaction. The product is: [CH2:1]1[C:9]2[C:4](=[CH:5][C:6]([C:10]3([C:13]([NH:15][C:16]4[CH:17]=[CH:18][C:19]([CH3:31])=[C:20]([C:22]5[CH:27]=[C:26]([CH3:28])[C:25](=[O:29])[NH:24][CH:23]=5)[N:21]=4)=[O:14])[CH2:11][CH2:12]3)=[CH:7][CH:8]=2)[CH2:3][O:2]1. Given the reactants [CH2:1]1[C:9]2[C:4](=[CH:5][C:6]([C:10]3([C:13]([NH:15][C:16]4[N:21]=[C:20]([C:22]5[CH:23]=[N:24][C:25]([O:29]C)=[C:26]([CH3:28])[CH:27]=5)[C:19]([CH3:31])=[CH:18][CH:17]=4)=[O:14])[CH2:12][CH2:11]3)=[CH:7][CH:8]=2)[CH2:3][O:2]1.[Si](I)(C)(C)C, predict the reaction product.